This data is from NCI-60 drug combinations with 297,098 pairs across 59 cell lines. The task is: Regression. Given two drug SMILES strings and cell line genomic features, predict the synergy score measuring deviation from expected non-interaction effect. (1) Drug 1: CCCCCOC(=O)NC1=NC(=O)N(C=C1F)C2C(C(C(O2)C)O)O. Drug 2: C1CN(CCN1C(=O)CCBr)C(=O)CCBr. Cell line: CAKI-1. Synergy scores: CSS=6.24, Synergy_ZIP=-1.73, Synergy_Bliss=3.17, Synergy_Loewe=-12.6, Synergy_HSA=-3.49. (2) Drug 1: C1=C(C(=O)NC(=O)N1)N(CCCl)CCCl. Drug 2: C1CN1P(=S)(N2CC2)N3CC3. Cell line: SN12C. Synergy scores: CSS=45.7, Synergy_ZIP=-6.51, Synergy_Bliss=-0.308, Synergy_Loewe=0.392, Synergy_HSA=3.42. (3) Drug 1: CC1=C(C(=O)C2=C(C1=O)N3CC4C(C3(C2COC(=O)N)OC)N4)N. Drug 2: C1CNP(=O)(OC1)N(CCCl)CCCl. Cell line: U251. Synergy scores: CSS=31.9, Synergy_ZIP=-0.125, Synergy_Bliss=-1.88, Synergy_Loewe=-33.9, Synergy_HSA=-1.10.